From a dataset of Catalyst prediction with 721,799 reactions and 888 catalyst types from USPTO. Predict which catalyst facilitates the given reaction. (1) Reactant: C([O:8][C:9]1[CH:10]=[C:11]2[C:15](=[CH:16][CH:17]=1)[NH:14][N:13]=[C:12]2/[CH:18]=[CH:19]/[C:20]1[CH:25]=[CH:24][CH:23]=[CH:22][CH:21]=1)C1C=CC=CC=1.I[Si](C)(C)C.CO. Product: [CH:18]([C:12]1[C:11]2[C:15](=[CH:16][CH:17]=[C:9]([OH:8])[CH:10]=2)[NH:14][N:13]=1)=[CH:19][C:20]1[CH:21]=[CH:22][CH:23]=[CH:24][CH:25]=1. The catalyst class is: 115. (2) Reactant: [NH3:1].[CH2:2]([O:4][C:5]([C:7]1[C:8]2[S:16][CH:15]=[C:14]([CH2:17][O:18][C:19]3[CH:24]=[CH:23][CH:22]=[C:21]([C:25]4[O:26][C:27]([CH3:30])=[N:28][N:29]=4)[CH:20]=3)[C:9]=2[C:10](Cl)=[N:11][CH:12]=1)=[O:6])[CH3:3]. Product: [CH2:2]([O:4][C:5]([C:7]1[C:8]2[S:16][CH:15]=[C:14]([CH2:17][O:18][C:19]3[CH:24]=[CH:23][CH:22]=[C:21]([C:25]4[O:26][C:27]([CH3:30])=[N:28][N:29]=4)[CH:20]=3)[C:9]=2[C:10]([NH2:1])=[N:11][CH:12]=1)=[O:6])[CH3:3]. The catalyst class is: 41. (3) Reactant: Br[CH2:2][C:3]([O:5][CH2:6][CH3:7])=[O:4].[C:8]([O-])(=O)[C@@H:9]([C:11]1[CH:16]=[CH:15][CH:14]=[CH:13][CH:12]=1)O.C([N:21](C(C)C)C(C)C)C. Product: [C:11]1([C@H:9]([NH:21][CH2:2][C:3]([O:5][CH2:6][CH3:7])=[O:4])[CH3:8])[CH:16]=[CH:15][CH:14]=[CH:13][CH:12]=1. The catalyst class is: 11. (4) Reactant: [H-].[Na+].[NH2:3][C@@H:4]1[C:13]2[C:8](=[CH:9][CH:10]=[CH:11][CH:12]=2)[C@H:7]([OH:14])[CH2:6][CH2:5]1.F[C:16]1[CH:17]=[CH:18][C:19]2[N:20]([C:22]([C@@H:25]3[CH2:29][CH2:28][CH2:27][N:26]3[CH2:30][CH2:31][CH2:32][O:33][Si:34]([CH:41]([CH3:43])[CH3:42])([CH:38]([CH3:40])[CH3:39])[CH:35]([CH3:37])[CH3:36])=[N:23][N:24]=2)[CH:21]=1.N. Product: [CH:41]([Si:34]([CH:35]([CH3:37])[CH3:36])([CH:38]([CH3:40])[CH3:39])[O:33][CH2:32][CH2:31][CH2:30][N:26]1[CH2:27][CH2:28][CH2:29][C@H:25]1[C:22]1[N:20]2[CH:21]=[C:16]([O:14][C@H:7]3[C:8]4[C:13](=[CH:12][CH:11]=[CH:10][CH:9]=4)[C@@H:4]([NH2:3])[CH2:5][CH2:6]3)[CH:17]=[CH:18][C:19]2=[N:24][N:23]=1)([CH3:43])[CH3:42]. The catalyst class is: 655. (5) Reactant: [Cl:1][C:2]1[N:3]=[C:4]([C:7]2[CH:8]=[C:9]([NH:13][C:14]([O:16][CH2:17][CH:18]3[CH2:23][CH2:22][N:21](C(OC(C)(C)C)=O)[CH2:20][CH2:19]3)=[O:15])[CH:10]=[CH:11][CH:12]=2)[S:5][CH:6]=1.Cl. Product: [ClH:1].[Cl:1][C:2]1[N:3]=[C:4]([C:7]2[CH:8]=[C:9]([NH:13][C:14](=[O:15])[O:16][CH2:17][CH:18]3[CH2:23][CH2:22][NH:21][CH2:20][CH2:19]3)[CH:10]=[CH:11][CH:12]=2)[S:5][CH:6]=1. The catalyst class is: 71. (6) Reactant: [CH3:1][O:2][C:3](=[O:14])[C:4]1[CH:9]=[CH:8][C:7]([NH:10][CH2:11][CH3:12])=[C:6]([NH2:13])[CH:5]=1.[NH2:15][C:16]1[S:17][C:18]2[CH:24]=[C:23]([O:25][C:26]([F:29])([F:28])[F:27])[CH:22]=[CH:21][C:19]=2[N:20]=1.[C:30](N1C=CN=C1)(N1C=CN=C1)=S. Product: [CH3:1][O:2][C:3]([C:4]1[CH:9]=[CH:8][C:7]2[N:10]([CH2:11][CH3:12])[C:30]([NH:15][C:16]3[S:17][C:18]4[CH:24]=[C:23]([O:25][C:26]([F:29])([F:27])[F:28])[CH:22]=[CH:21][C:19]=4[N:20]=3)=[N:13][C:6]=2[CH:5]=1)=[O:14]. The catalyst class is: 344. (7) Reactant: C[O:2][C:3](=[O:33])[CH2:4][CH2:5][NH:6][C:7](=[O:32])[C:8]1[CH:13]=[CH:12][C:11]([O:14][CH2:15][C:16]2[CH:17]=[N:18][C:19]([C:22]3[CH:27]=[CH:26][C:25]([C:28]([F:31])([F:30])[F:29])=[CH:24][CH:23]=3)=[CH:20][CH:21]=2)=[CH:10][CH:9]=1.[OH-].[Na+]. Product: [F:30][C:28]([F:29])([F:31])[C:25]1[CH:24]=[CH:23][C:22]([C:19]2[N:18]=[CH:17][C:16]([CH2:15][O:14][C:11]3[CH:12]=[CH:13][C:8]([C:7]([NH:6][CH2:5][CH2:4][C:3]([OH:33])=[O:2])=[O:32])=[CH:9][CH:10]=3)=[CH:21][CH:20]=2)=[CH:27][CH:26]=1. The catalyst class is: 8. (8) Reactant: [C:1]([OH:10])(=[O:9])[C:2]1[C:3](=[CH:5][CH:6]=[CH:7][CH:8]=1)[OH:4].[OH-].[Na+].C([O-])(=O)C1C(=CC=CC=1)O.[Na+].[Cu:24](Cl)Cl.[Cu]. Product: [Cu:24].[C:1]([OH:10])(=[O:9])[C:2]1[C:3](=[CH:5][CH:6]=[CH:7][CH:8]=1)[OH:4]. The catalyst class is: 145. (9) Reactant: [C:1]1([C:7]2[N:8]([CH2:16][C:17]3[CH:26]=[CH:25][C:20]([C:21](OC)=[O:22])=[CH:19][CH:18]=3)[C:9]3[C:14]([CH:15]=2)=[CH:13][CH:12]=[CH:11][CH:10]=3)[CH:6]=[CH:5][CH:4]=[CH:3][CH:2]=1.C1(C)C=CC=CC=1.[H-].C([Al+]CC(C)C)C(C)C.C(O)(=O)CC(CC(O)=O)(C(O)=O)O. Product: [C:1]1([C:7]2[N:8]([CH2:16][C:17]3[CH:18]=[CH:19][C:20]([CH2:21][OH:22])=[CH:25][CH:26]=3)[C:9]3[C:14]([CH:15]=2)=[CH:13][CH:12]=[CH:11][CH:10]=3)[CH:2]=[CH:3][CH:4]=[CH:5][CH:6]=1. The catalyst class is: 7.